From a dataset of Reaction yield outcomes from USPTO patents with 853,638 reactions. Predict the reaction yield, written as a fraction of the theoretical maximum amount of product (1.0 means a 100% yield; for example, 0.34 means a 34% yield). (1) The reactants are [CH2:1]([C@@:4]1([C:20]2[CH:25]=[CH:24][CH:23]=[CH:22][CH:21]=2)[O:9][C:8](=[O:10])[N:7]([C@H:11]([C:13]2[CH:18]=[CH:17][C:16]([Br:19])=[CH:15][CH:14]=2)[CH3:12])[CH2:6][CH2:5]1)[CH:2]=C.[O:26]=[O+][O-].[BH4-].[Na+]. The catalyst is C(Cl)Cl. The product is [Br:19][C:16]1[CH:17]=[CH:18][C:13]([C@@H:11]([N:7]2[CH2:6][CH2:5][C@:4]([CH2:1][CH2:2][OH:26])([C:20]3[CH:21]=[CH:22][CH:23]=[CH:24][CH:25]=3)[O:9][C:8]2=[O:10])[CH3:12])=[CH:14][CH:15]=1. The yield is 0.840. (2) The reactants are S(=O)(=O)(O)[O-].[K+].[K+].C(OC([C:13]1[C:17](=[O:18])[O:16][CH2:15][C:14]=1[O-])=O)C.[Cl:20][C:21]1[N:26]=[CH:25][C:24]([CH2:27][NH:28][CH2:29][CH:30]([F:32])[F:31])=[CH:23][CH:22]=1.O. The catalyst is C(#N)CCC.ClCCl. The product is [Cl:20][C:21]1[N:26]=[CH:25][C:24]([CH2:27][N:28]([CH2:29][CH:30]([F:32])[F:31])[C:14]2[CH2:15][O:16][C:17](=[O:18])[CH:13]=2)=[CH:23][CH:22]=1. The yield is 0.920.